Dataset: Reaction yield outcomes from USPTO patents with 853,638 reactions. Task: Predict the reaction yield, written as a fraction of the theoretical maximum amount of product (1.0 means a 100% yield; for example, 0.34 means a 34% yield). (1) The reactants are [C:1]([S@@:5]([NH:7][C@:8]([C:14]1[CH:19]=[CH:18][CH:17]=[C:16]([F:20])[CH:15]=1)([CH3:13])[CH2:9][C:10]([OH:12])=O)=[O:6])([CH3:4])([CH3:3])[CH3:2].[CH3:21][N:22]1[C:27](=[O:28])[CH2:26][C:25](=[O:29])[NH:24][C:23]1=[O:30].CN(C(ON1N=NC2C=CC=NC1=2)=[N+](C)C)C.F[P-](F)(F)(F)(F)F.CCN(C(C)C)C(C)C. The catalyst is CN(C=O)C. The product is [F:20][C:16]1[CH:15]=[C:14]([C@:8]([NH:7][S@:5]([C:1]([CH3:2])([CH3:3])[CH3:4])=[O:6])([CH2:9][C:10]([CH:26]2[C:27](=[O:28])[N:22]([CH3:21])[C:23](=[O:30])[NH:24][C:25]2=[O:29])=[O:12])[CH3:13])[CH:19]=[CH:18][CH:17]=1. The yield is 0.460. (2) The reactants are [Cl-].[Na+].[CH3:3][O:4][C:5](=[O:29])[C:6]([C@@H:12]1[C:20]2[C:15](=[CH:16][CH:17]=[CH:18][CH:19]=2)[CH2:14][C@H:13]1[NH:21][C:22]([O:24][C:25]([CH3:28])([CH3:27])[CH3:26])=[O:23])(C)[C:7](OC)=O. The catalyst is CS(C)=O.O.CCOC(C)=O. The product is [CH3:3][O:4][C:5](=[O:29])[CH:6]([C@@H:12]1[C:20]2[C:15](=[CH:16][CH:17]=[CH:18][CH:19]=2)[CH2:14][C@H:13]1[NH:21][C:22]([O:24][C:25]([CH3:28])([CH3:27])[CH3:26])=[O:23])[CH3:7]. The yield is 0.570.